Dataset: Forward reaction prediction with 1.9M reactions from USPTO patents (1976-2016). Task: Predict the product of the given reaction. (1) The product is: [CH3:2][N:3]1[N:12]=[N:11][C:10]2[N:6]([CH:7]=[N:8][C:9]=2[C:13]([NH2:15])=[O:14])[C:4]1=[O:5]. Given the reactants O.[CH3:2][N:3]1[N:12]=[N:11][C:10]2[N:6]([CH:7]=[N:8][C:9]=2[C:13]([NH2:15])=[O:14])[C:4]1=[O:5].Cl, predict the reaction product. (2) Given the reactants [Cl:1][C:2]1[CH:3]=[N:4][C:5]([NH:11][CH2:12][CH2:13][CH2:14][O:15][CH2:16][CH3:17])=[C:6]([CH:10]=1)[C:7]([OH:9])=O.[CH3:18][C:19]([NH2:23])([C:21]#[CH:22])[CH3:20].C1C=CC2N(O)N=NC=2C=1.CCN=C=NCCCN(C)C.CCN(C(C)C)C(C)C, predict the reaction product. The product is: [Cl:1][C:2]1[CH:3]=[N:4][C:5]([NH:11][CH2:12][CH2:13][CH2:14][O:15][CH2:16][CH3:17])=[C:6]([CH:10]=1)[C:7]([NH:23][C:19]([CH3:20])([C:21]#[CH:22])[CH3:18])=[O:9]. (3) Given the reactants [CH:1]1([N:4]2[C:12]3[CH:11]=[CH:10][N:9]=[CH:8][C:7]=3[N:6]([CH2:13][C:14]3[N:15]([CH2:28][CH2:29][CH:30]([CH3:32])[CH3:31])[C:16]4[C:21]([C:22]=3[C:23]([O:25]CC)=[O:24])=[CH:20][CH:19]=[CH:18][CH:17]=4)[C:5]2=[O:33])[CH2:3][CH2:2]1.[OH-].[Li+].Cl, predict the reaction product. The product is: [CH:1]1([N:4]2[C:12]3[CH:11]=[CH:10][N:9]=[CH:8][C:7]=3[N:6]([CH2:13][C:14]3[N:15]([CH2:28][CH2:29][CH:30]([CH3:31])[CH3:32])[C:16]4[C:21]([C:22]=3[C:23]([OH:25])=[O:24])=[CH:20][CH:19]=[CH:18][CH:17]=4)[C:5]2=[O:33])[CH2:3][CH2:2]1. (4) Given the reactants [OH:1][C:2]1[C:7]([C:8]([CH3:11])([CH3:10])[CH3:9])=[CH:6][C:5]([CH3:12])=[CH:4][C:3]=1[N:13]1[N:17]=[C:16]2[CH:18]=[CH:19][C:20]([Cl:22])=[CH:21][C:15]2=[N:14]1.[NH:23]([CH2:27][CH2:28][OH:29])[CH2:24][CH2:25][OH:26], predict the reaction product. The product is: [OH:1][C:2]1[C:7]([C:8]([CH3:9])([CH3:11])[CH3:10])=[CH:6][C:5]([CH2:12][N:23]([CH2:27][CH2:28][OH:29])[CH2:24][CH2:25][OH:26])=[CH:4][C:3]=1[N:13]1[N:17]=[C:16]2[CH:18]=[CH:19][C:20]([Cl:22])=[CH:21][C:15]2=[N:14]1. (5) Given the reactants C([O-])([O-])=O.[Cs+].[Cs+].[C:7]([O:14][CH3:15])(=[O:13])[CH2:8][C:9]([O:11][CH3:12])=[O:10].Cl[C:17]1[CH:18]=[C:19]([N:26]([C:31]2[C:50]([CH:51]3[CH2:53][CH2:52]3)=[CH:49][C:34]3[C:35]([C:45]([NH:47][CH3:48])=[O:46])=[C:36]([C:38]4[CH:43]=[CH:42][C:41]([F:44])=[CH:40][CH:39]=4)[O:37][C:33]=3[CH:32]=2)[S:27]([CH3:30])(=[O:29])=[O:28])[CH:20]=[CH:21][C:22]=1[N+:23]([O-:25])=[O:24], predict the reaction product. The product is: [CH:51]1([C:50]2[C:31]([N:26]([C:19]3[CH:20]=[CH:21][C:22]([N+:23]([O-:25])=[O:24])=[C:17]([CH:8]([C:7]([O:14][CH3:15])=[O:13])[C:9]([O:11][CH3:12])=[O:10])[CH:18]=3)[S:27]([CH3:30])(=[O:29])=[O:28])=[CH:32][C:33]3[O:37][C:36]([C:38]4[CH:43]=[CH:42][C:41]([F:44])=[CH:40][CH:39]=4)=[C:35]([C:45](=[O:46])[NH:47][CH3:48])[C:34]=3[CH:49]=2)[CH2:53][CH2:52]1. (6) Given the reactants [CH3:1][N:2]1[C:6]([C:7]2[O:8][CH:9]=[C:10]([C:12]([OH:14])=O)[N:11]=2)=[CH:5][CH:4]=[N:3]1.[NH2:15][C@@H:16]([CH2:29][C:30]1[CH:35]=[CH:34][CH:33]=[C:32]([F:36])[CH:31]=1)[CH2:17][N:18]1[C:26](=[O:27])[C:25]2[C:20](=[CH:21][CH:22]=[CH:23][CH:24]=2)[C:19]1=[O:28].C(N(CC)C(C)C)(C)C.F[P-](F)(F)(F)(F)F.Br[P+](N1CCCC1)(N1CCCC1)N1CCCC1, predict the reaction product. The product is: [O:28]=[C:19]1[C:20]2[C:25](=[CH:24][CH:23]=[CH:22][CH:21]=2)[C:26](=[O:27])[N:18]1[CH2:17][C@@H:16]([NH:15][C:12]([C:10]1[N:11]=[C:7]([C:6]2[N:2]([CH3:1])[N:3]=[CH:4][CH:5]=2)[O:8][CH:9]=1)=[O:14])[CH2:29][C:30]1[CH:35]=[CH:34][CH:33]=[C:32]([F:36])[CH:31]=1. (7) Given the reactants Cl[C:2]1[N:7]=[CH:6][N:5]=[C:4]([N:8]([CH2:17][C:18]2[CH:23]=[CH:22][C:21]([O:24][CH3:25])=[CH:20][CH:19]=2)[CH2:9][CH2:10][CH2:11][CH2:12][C:13]([O:15][CH3:16])=[O:14])[C:3]=1[CH:26]=[O:27].[NH2:28][C:29]1[CH:48]=[CH:47][C:32]([O:33][CH:34]2[CH2:39][CH2:38][N:37]([C:40]([O:42][C:43]([CH3:46])([CH3:45])[CH3:44])=[O:41])[CH2:36][CH2:35]2)=[C:31]([Cl:49])[CH:30]=1.C(=O)([O-])[O-].[Na+].[Na+], predict the reaction product. The product is: [Cl:49][C:31]1[CH:30]=[C:29]([NH:28][C:2]2[C:3]([CH:26]=[O:27])=[C:4]([N:8]([CH2:17][C:18]3[CH:23]=[CH:22][C:21]([O:24][CH3:25])=[CH:20][CH:19]=3)[CH2:9][CH2:10][CH2:11][CH2:12][C:13]([O:15][CH3:16])=[O:14])[N:5]=[CH:6][N:7]=2)[CH:48]=[CH:47][C:32]=1[O:33][CH:34]1[CH2:39][CH2:38][N:37]([C:40]([O:42][C:43]([CH3:46])([CH3:45])[CH3:44])=[O:41])[CH2:36][CH2:35]1. (8) Given the reactants [C:1]([O:5][C:6](=[O:34])[C@@H:7]([NH:13][C:14]([NH:16][C@@H:17]([CH2:25][CH2:26][C:27]([O:29][C:30]([CH3:33])([CH3:32])[CH3:31])=[O:28])[C:18]([O:20][C:21]([CH3:24])([CH3:23])[CH3:22])=[O:19])=[O:15])[CH2:8][CH2:9][C:10]([OH:12])=[O:11])([CH3:4])([CH3:3])[CH3:2].[CH2:35]1[C:40](=[O:41])[N:39](OC(O[N:39]2[C:40](=[O:41])[CH2:35][CH2:36][C:37]2=[O:38])=O)[C:37](=[O:38])[CH2:36]1.N1C=CC=CC=1, predict the reaction product. The product is: [C:1]([O:5][C:6](=[O:34])[C@@H:7]([NH:13][C:14](=[O:15])[NH:16][C@@H:17]([CH2:25][CH2:26][C:27]([O:29][C:30]([CH3:33])([CH3:32])[CH3:31])=[O:28])[C:18]([O:20][C:21]([CH3:22])([CH3:23])[CH3:24])=[O:19])[CH2:8][CH2:9][C:10]([O:12][N:39]1[C:40](=[O:41])[CH2:35][CH2:36][C:37]1=[O:38])=[O:11])([CH3:2])([CH3:3])[CH3:4]. (9) Given the reactants [CH3:1][O:2][C:3](=[O:35])[C@@H:4]([CH2:28][C:29]1[CH:34]=[CH:33][CH:32]=[CH:31][CH:30]=1)[CH2:5][N:6]1[CH2:11][CH2:10][C@@:9]([CH3:26])([C:12]2[CH:17]=[CH:16][CH:15]=[C:14](OS(C(F)(F)F)(=O)=O)[CH:13]=2)[C@@H:8]([CH3:27])[CH2:7]1.C1(P(C2C=CC=CC=2)CCCP(C2C=CC=CC=2)C2C=CC=CC=2)C=CC=CC=1.C[Si](C)(C)N[Si](C)(C)C.C[N:75](C)[CH:76]=[O:77], predict the reaction product. The product is: [CH2:28]([C@@H:4]([CH2:5][N:6]1[CH2:11][CH2:10][C@:9]([C:12]2[CH:17]=[CH:16][CH:15]=[C:14]([C:76](=[O:77])[NH2:75])[CH:13]=2)([CH3:26])[C@@H:8]([CH3:27])[CH2:7]1)[C:3]([O:2][CH3:1])=[O:35])[C:29]1[CH:30]=[CH:31][CH:32]=[CH:33][CH:34]=1. (10) Given the reactants [Br:1][C:2]1[CH:9]=[CH:8][CH:7]=[CH:6][C:3]=1[CH2:4][NH2:5].CO[C:12](=[NH:20])[CH:13]([O:17][CH2:18][CH3:19])[O:14][CH2:15][CH3:16], predict the reaction product. The product is: [Br:1][C:2]1[CH:9]=[CH:8][CH:7]=[CH:6][C:3]=1[CH2:4][NH:5][C:12](=[NH:20])[CH:13]([O:17][CH2:18][CH3:19])[O:14][CH2:15][CH3:16].